Dataset: Reaction yield outcomes from USPTO patents with 853,638 reactions. Task: Predict the reaction yield, written as a fraction of the theoretical maximum amount of product (1.0 means a 100% yield; for example, 0.34 means a 34% yield). (1) The reactants are [CH3:1][O:2][CH2:3][O:4][C:5]1[C:6](Br)=[C:7]([CH2:15][CH2:16][O:17][CH3:18])[CH:8]=[C:9]([O:11][CH2:12][O:13][CH3:14])[CH:10]=1.C([Li])CCC.CCCCCC.[CH:31](=[O:38])[C:32]1[CH:37]=[CH:36][CH:35]=[CH:34][CH:33]=1.[Cl-].[NH4+]. The catalyst is O1CCCC1. The product is [CH3:1][O:2][CH2:3][O:4][C:5]1[CH:10]=[C:9]([O:11][CH2:12][O:13][CH3:14])[CH:8]=[C:7]([CH2:15][CH2:16][O:17][CH3:18])[C:6]=1[CH:31]([C:32]1[CH:37]=[CH:36][CH:35]=[CH:34][CH:33]=1)[OH:38]. The yield is 0.530. (2) The reactants are C(OC(=O)[NH:7][C:8]1[CH:13]=[C:12]([Cl:14])[C:11]([C:15]2[S:16][C:17]3[C:18]([NH:24][C:25]4[CH:30]=[C:29]([CH3:31])[N:28]=[CH:27][N:26]=4)=[N:19][CH:20]=[CH:21][C:22]=3[N:23]=2)=[C:10]([Cl:32])[CH:9]=1)(C)(C)C.C(OC(=O)NC1C=C(Cl)C(C2SC3C(Cl)=NC=CC=3N=2)=C(Cl)C=1)(C)(C)C.CC1N=CN=C(N)C=1.CC1(C)C2C(=C(P(C3C=CC=CC=3)C3C=CC=CC=3)C=CC=2)OC2C(P(C3C=CC=CC=3)C3C=CC=CC=3)=CC=CC1=2.C([O-])([O-])=O.[Cs+].[Cs+]. The catalyst is O1CCOCC1.C1C=CC(/C=C/C(/C=C/C2C=CC=CC=2)=O)=CC=1.C1C=CC(/C=C/C(/C=C/C2C=CC=CC=2)=O)=CC=1.C1C=CC(/C=C/C(/C=C/C2C=CC=CC=2)=O)=CC=1.[Pd].[Pd]. The product is [NH2:7][C:8]1[CH:9]=[C:10]([Cl:32])[C:11]([C:15]2[S:16][C:17]3[C:18]([NH:24][C:25]4[CH:30]=[C:29]([CH3:31])[N:28]=[CH:27][N:26]=4)=[N:19][CH:20]=[CH:21][C:22]=3[N:23]=2)=[C:12]([Cl:14])[CH:13]=1. The yield is 0.680. (3) The reactants are [CH3:1][O:2][C:3]1[CH:4]=[CH:5][C:6]2[O:10][C:9]([C:11](=O)[CH2:12][CH2:13][CH2:14][CH2:15][S:16][CH3:17])=[C:8]([CH3:19])[C:7]=2[CH:20]=1.[NH2:21][C:22]1[CH:31]=[CH:30][C:25]([C:26]([O:28][CH3:29])=[O:27])=[CH:24][CH:23]=1.C(=O)([O-])O.[Na+].C([BH3-])#N.[Na+]. The catalyst is C(Cl)Cl.O1CCCC1.[Ti](Cl)(Cl)(Cl)Cl.C(O)(=O)C.C(N(CC)CC)C. The product is [CH3:1][O:2][C:3]1[CH:4]=[CH:5][C:6]2[O:10][C:9]([CH:11]([NH:21][C:22]3[CH:23]=[CH:24][C:25]([C:26]([O:28][CH3:29])=[O:27])=[CH:30][CH:31]=3)[CH2:12][CH2:13][CH2:14][CH2:15][S:16][CH3:17])=[C:8]([CH3:19])[C:7]=2[CH:20]=1. The yield is 0.670. (4) The reactants are [C:1](=[S:3])=S.[NH2:4][CH2:5][C@H:6]1[CH2:11][CH2:10][C@H:9]([C:12]([OH:14])=[O:13])[CH2:8][CH2:7]1.C(N(CC)CC)C.II.Cl. The catalyst is C(OCC)(=O)C.O1CCCC1.O. The product is [N:4]([CH2:5][C@H:6]1[CH2:7][CH2:8][C@H:9]([C:12]([OH:14])=[O:13])[CH2:10][CH2:11]1)=[C:1]=[S:3]. The yield is 1.01.